This data is from Catalyst prediction with 721,799 reactions and 888 catalyst types from USPTO. The task is: Predict which catalyst facilitates the given reaction. (1) Reactant: [Cl:1][C:2]1[C:12]([N+:13]([O-])=O)=[CH:11][C:5]2[O:6][CH2:7][C:8](=[O:10])[NH:9][C:4]=2[CH:3]=1.CCOC(C)=O.CO.CCN(CC)CC. Product: [NH2:13][C:12]1[C:2]([Cl:1])=[CH:3][C:4]2[NH:9][C:8](=[O:10])[CH2:7][O:6][C:5]=2[CH:11]=1. The catalyst class is: 3. (2) Reactant: ClC1C=C(C=CC=1)C(OO)=[O:6].[CH3:12][N:13]1[CH:17]=[C:16]([C:18]2[CH:19]=[C:20]3[C:28](=[O:29])[C:27]4[CH:30]=[C:31]([CH2:34][S:35]([NH:38][CH2:39][C:40]5[CH:45]=[CH:44][CH:43]=[CH:42][N:41]=5)(=[O:37])=[O:36])[CH:32]=[CH:33][C:26]=4[CH:25]=[CH:24][C:21]3=[N:22][CH:23]=2)[CH:15]=[N:14]1.C(=O)([O-])O.[Na+]. Product: [CH3:12][N:13]1[CH:17]=[C:16]([C:18]2[CH:19]=[C:20]3[C:28](=[O:29])[C:27]4[CH:30]=[C:31]([CH2:34][S:35]([NH:38][CH2:39][C:40]5[CH:45]=[CH:44][CH:43]=[CH:42][N+:41]=5[O-:6])(=[O:36])=[O:37])[CH:32]=[CH:33][C:26]=4[CH:25]=[CH:24][C:21]3=[N:22][CH:23]=2)[CH:15]=[N:14]1. The catalyst class is: 4. (3) Reactant: Br[C:2]1[N:3]([CH3:20])[N:4]=[C:5]2[C:10]=1[CH2:9][CH2:8][CH2:7][N:6]2[C:11]1[C:16]([CH3:17])=[CH:15][C:14]([CH3:18])=[CH:13][C:12]=1[Cl:19].N1C2C(=CC=C3C=2N=CC=C3)C=CC=1.C([Li])CCC.[CH3:40][CH2:41][CH2:42][C:43](=[O:47])[CH2:44][CH2:45][CH3:46]. Product: [Cl:19][C:12]1[CH:13]=[C:14]([CH3:18])[CH:15]=[C:16]([CH3:17])[C:11]=1[N:6]1[CH2:7][CH2:8][CH2:9][C:10]2=[C:2]([C:43]([OH:47])([CH2:44][CH2:45][CH3:46])[CH2:42][CH2:41][CH3:40])[N:3]([CH3:20])[N:4]=[C:5]12. The catalyst class is: 7. (4) Reactant: [CH:1]1([CH2:4][O:5][C:6]2[CH:11]=[CH:10][C:9]([C:12]3[N:17]=[CH:16][N:15]=[C:14]([NH:18][C@H:19]([C:27]([O:29]C)=[O:28])[CH2:20][C:21]4[CH:26]=[CH:25][CH:24]=[CH:23][CH:22]=4)[CH:13]=3)=[CH:8][CH:7]=2)[CH2:3][CH2:2]1.[OH-].[Na+]. Product: [CH:1]1([CH2:4][O:5][C:6]2[CH:11]=[CH:10][C:9]([C:12]3[N:17]=[CH:16][N:15]=[C:14]([NH:18][C@H:19]([C:27]([OH:29])=[O:28])[CH2:20][C:21]4[CH:26]=[CH:25][CH:24]=[CH:23][CH:22]=4)[CH:13]=3)=[CH:8][CH:7]=2)[CH2:3][CH2:2]1. The catalyst class is: 5. (5) Reactant: [Cl:1][C:2]1[CH:11]=[C:10]2[C:5]([CH:6]=[CH:7][N:8]([C@H:13]3[C@@H:17]4[O:18]C(OC)[O:20][C@@H:16]4[C@@H:15]([CH2:23][O:24][S:25]([C:28]4[CH:33]=[CH:32][C:31]([CH3:34])=[CH:30][CH:29]=4)(=[O:27])=[O:26])[O:14]3)[C:9]2=[O:12])=[CH:4][CH:3]=1.Cl. Product: [Cl:1][C:2]1[CH:11]=[C:10]2[C:5]([CH:6]=[CH:7][N:8]([C@@H:13]3[O:14][C@H:15]([CH2:23][O:24][S:25]([C:28]4[CH:33]=[CH:32][C:31]([CH3:34])=[CH:30][CH:29]=4)(=[O:27])=[O:26])[C@@H:16]([OH:20])[C@H:17]3[OH:18])[C:9]2=[O:12])=[CH:4][CH:3]=1. The catalyst class is: 47. (6) Reactant: [C:1]([N:5]([C:7](=[O:16])[C:8]1[CH:13]=[C:12]([CH3:14])[CH:11]=[C:10]([CH3:15])[CH:9]=1)[NH2:6])([CH3:4])([CH3:3])[CH3:2].C([O-])([O-])=O.[K+].[K+].[Br:23][CH:24]([Br:43])[C:25]1[CH:33]=[CH:32][C:28]([C:29](Cl)=[O:30])=[CH:27][C:26]=1[B:34]1[O:38][C:37]([CH3:40])([CH3:39])[C:36]([CH3:42])([CH3:41])[O:35]1. Product: [C:1]([N:5]([C:7](=[O:16])[C:8]1[CH:9]=[C:10]([CH3:15])[CH:11]=[C:12]([CH3:14])[CH:13]=1)[NH:6][C:29](=[O:30])[C:28]1[CH:32]=[CH:33][C:25]([CH:24]([Br:23])[Br:43])=[C:26]([B:34]2[O:38][C:37]([CH3:39])([CH3:40])[C:36]([CH3:42])([CH3:41])[O:35]2)[CH:27]=1)([CH3:4])([CH3:3])[CH3:2]. The catalyst class is: 34. (7) Reactant: [NH2:1][C:2]1[N:7]=[C:6]([C:8]2[O:9][CH:10]=[CH:11][CH:12]=2)[C:5]([C:13]#[N:14])=[C:4](S(C)=O)[N:3]=1.[N:18]1[CH:23]=[CH:22][CH:21]=[CH:20][C:19]=1[NH:24][CH2:25][CH2:26][NH2:27]. Product: [NH2:1][C:2]1[N:7]=[C:6]([C:8]2[O:9][CH:10]=[CH:11][CH:12]=2)[C:5]([C:13]#[N:14])=[C:4]([NH:27][CH2:26][CH2:25][NH:24][C:19]2[CH:20]=[CH:21][CH:22]=[CH:23][N:18]=2)[N:3]=1. The catalyst class is: 57. (8) Reactant: [H-].[Na+].[Br:3][C:4]1[N:5]=[C:6]([O:22][CH2:23][C:24]2[CH:25]=[N:26][CH:27]=[CH:28][CH:29]=2)[C:7]([NH:10][S:11]([C:14]2[CH:19]=[CH:18][CH:17]=[C:16]([Cl:20])[C:15]=2[Cl:21])(=[O:13])=[O:12])=[N:8][CH:9]=1.[CH2:30]([O:34][C:35](Cl)=[O:36])[CH:31]([CH3:33])[CH3:32]. Product: [Br:3][C:4]1[N:5]=[C:6]([O:22][CH2:23][C:24]2[CH:25]=[N:26][CH:27]=[CH:28][CH:29]=2)[C:7]([N:10]([S:11]([C:14]2[CH:19]=[CH:18][CH:17]=[C:16]([Cl:20])[C:15]=2[Cl:21])(=[O:12])=[O:13])[C:35](=[O:36])[O:34][CH2:30][CH:31]([CH3:33])[CH3:32])=[N:8][CH:9]=1. The catalyst class is: 57.